Dataset: Forward reaction prediction with 1.9M reactions from USPTO patents (1976-2016). Task: Predict the product of the given reaction. (1) Given the reactants C([O:4][C:5]([CH3:10])([CH3:9])[C:6](Cl)=[O:7])(=O)C.[NH2:11][C:12]1[C:20]2[C:15](=[N:16][CH:17]=[C:18]([Cl:35])[C:19]=2[N:21]2[CH2:26][CH2:25][CH2:24][C@@H:23]([NH:27][C:28](=[O:34])[O:29][C:30]([CH3:33])([CH3:32])[CH3:31])[CH2:22]2)[NH:14][CH:13]=1.C(N(CC)CC)C.[Li+].[OH-], predict the reaction product. The product is: [Cl:35][C:18]1[C:19]([N:21]2[CH2:26][CH2:25][CH2:24][C@@H:23]([NH:27][C:28](=[O:34])[O:29][C:30]([CH3:31])([CH3:32])[CH3:33])[CH2:22]2)=[C:20]2[C:12]([NH:11][C:6](=[O:7])[C:5]([OH:4])([CH3:10])[CH3:9])=[CH:13][NH:14][C:15]2=[N:16][CH:17]=1. (2) Given the reactants Br[C:2]1[CH:3]=[C:4]([CH2:10][NH:11][C:12]([C:14]2[CH:19]=[CH:18][CH:17]=[C:16]([C:20]([NH:22][CH2:23][C:24]3[C:25]([NH:37][CH:38]4[CH2:43][CH2:42][O:41][CH2:40][CH2:39]4)=[C:26]4[CH:34]=[N:33][N:32]([CH2:35][CH3:36])[C:27]4=[N:28][C:29]=3[CH2:30][CH3:31])=[O:21])[N:15]=2)=[O:13])[CH:5]=[CH:6][C:7]=1[O:8][CH3:9].CC1(C)C(C)(C)OB([C:52]2[CH:53]=[C:54]([CH2:58][CH:59]3[CH2:64][CH2:63][N:62]([C:65]([O:67][C:68]([CH3:71])([CH3:70])[CH3:69])=[O:66])[CH2:61][CH2:60]3)[CH:55]=[CH:56][CH:57]=2)O1.O1CCOCC1.C(=O)([O-])[O-].[K+].[K+], predict the reaction product. The product is: [CH2:35]([N:32]1[C:27]2=[N:28][C:29]([CH2:30][CH3:31])=[C:24]([CH2:23][NH:22][C:20]([C:16]3[N:15]=[C:14]([C:12]([NH:11][CH2:10][C:4]4[CH:5]=[CH:6][C:7]([O:8][CH3:9])=[C:2]([C:56]5[CH:57]=[CH:52][CH:53]=[C:54]([CH2:58][CH:59]6[CH2:60][CH2:61][N:62]([C:65]([O:67][C:68]([CH3:71])([CH3:70])[CH3:69])=[O:66])[CH2:63][CH2:64]6)[CH:55]=5)[CH:3]=4)=[O:13])[CH:19]=[CH:18][CH:17]=3)=[O:21])[C:25]([NH:37][CH:38]3[CH2:43][CH2:42][O:41][CH2:40][CH2:39]3)=[C:26]2[CH:34]=[N:33]1)[CH3:36]. (3) Given the reactants [Cl:1][C:2]1[CH:10]=[CH:9][C:5]([C:6](Cl)=[O:7])=[CH:4][N:3]=1.[NH2:11][C:12]1[CH:25]=[CH:24][C:15]([C:16]([C:18]2[CH:23]=[CH:22][CH:21]=[CH:20][CH:19]=2)=[O:17])=[CH:14][C:13]=1[N+:26]([O-:28])=[O:27], predict the reaction product. The product is: [Cl:1][C:2]1[N:3]=[CH:4][C:5]([C:6]([NH:11][C:12]2[CH:25]=[CH:24][C:15]([C:16](=[O:17])[C:18]3[CH:23]=[CH:22][CH:21]=[CH:20][CH:19]=3)=[CH:14][C:13]=2[N+:26]([O-:28])=[O:27])=[O:7])=[CH:9][CH:10]=1. (4) The product is: [CH2:1]([O:4][N:5]1[C:11](=[O:12])[N:10]2[CH2:13][C@H:6]1[C:7]([CH:17]([CH3:19])[CH3:18])=[CH:8][C@H:9]2[C:14]#[N:16])[CH:2]=[CH2:3]. Given the reactants [CH2:1]([O:4][N:5]1[C:11](=[O:12])[N:10]2[CH2:13][CH:6]1[C:7]([CH:17]([CH3:19])[CH3:18])=[CH:8][CH:9]2[C:14]([NH2:16])=O)[CH:2]=[CH2:3].C(ON1C(=O)N2C[C@H]1C(C(C)C)=C[C@H]2C(N)=O)C=C.C(ON1C(=O)N2C[C@H]1C(C)=C[C@H]2C#N)C=C, predict the reaction product. (5) Given the reactants C(N(CC)C(C)C)(C)C.[N:10]1[C:15]2[NH:16][CH:17]=[CH:18][C:14]=2[C:13](O)=[N:12][CH:11]=1.P(Cl)(Cl)([Cl:22])=O.[OH-].[Na+], predict the reaction product. The product is: [Cl:22][C:13]1[C:14]2[CH:18]=[CH:17][NH:16][C:15]=2[N:10]=[CH:11][N:12]=1. (6) Given the reactants Cl[C:2]1[CH:3]=[CH:4][C:5]2[N:6]([C:8]([CH2:11][C:12]3[C:13]([F:23])=[C:14]4[C:19](=[CH:20][C:21]=3[F:22])[N:18]=[CH:17][CH:16]=[CH:15]4)=[CH:9][N:10]=2)[N:7]=1.[O:24]1[CH2:29][CH2:28][CH2:27][CH2:26][CH:25]1[O:30][CH2:31][CH2:32][N:33]1[CH:37]=[C:36](B2OC(C)(C)C(C)(C)O2)[CH:35]=[N:34]1.C([O-])([O-])=O.[Na+].[Na+].COCCOC, predict the reaction product. The product is: [F:23][C:13]1[C:12]([CH2:11][C:8]2[N:6]3[N:7]=[C:2]([C:36]4[CH:35]=[N:34][N:33]([CH2:32][CH2:31][O:30][CH:25]5[CH2:26][CH2:27][CH2:28][CH2:29][O:24]5)[CH:37]=4)[CH:3]=[CH:4][C:5]3=[N:10][CH:9]=2)=[C:21]([F:22])[CH:20]=[C:19]2[C:14]=1[CH:15]=[CH:16][CH:17]=[N:18]2. (7) Given the reactants C([N:4]1[CH2:10][CH2:9][C:8]2[CH:11]=[CH:12][C:13]([N+:15]([O-:17])=[O:16])=[CH:14][C:7]=2[CH2:6][CH2:5]1)(=O)C.[OH-].[Na+], predict the reaction product. The product is: [N+:15]([C:13]1[CH:12]=[CH:11][C:8]2[CH2:9][CH2:10][NH:4][CH2:5][CH2:6][C:7]=2[CH:14]=1)([O-:17])=[O:16]. (8) Given the reactants S(Cl)(Cl)=O.[NH:5]1[C:13]2[C:8](=[CH:9][CH:10]=[CH:11][CH:12]=2)[CH2:7][CH:6]1[C:14]([OH:16])=[O:15].[CH3:17]O, predict the reaction product. The product is: [CH3:17][O:15][C:14]([CH:6]1[CH2:7][C:8]2[C:13](=[CH:12][CH:11]=[CH:10][CH:9]=2)[NH:5]1)=[O:16]. (9) Given the reactants [NH2:1][C:2]1[N:3]=[CH:4][C:5]([C:8]2[C:9]([F:19])=[C:10]([OH:18])[C:11]([CH:14]3[CH2:17][CH2:16][CH2:15]3)=[CH:12][CH:13]=2)=[N:6][CH:7]=1.Cl[C:21]1[CH:26]=[C:25]([O:27][CH3:28])[N:24]=[C:23]([NH2:29])[N:22]=1, predict the reaction product. The product is: [NH2:1][C:2]1[N:3]=[CH:4][C:5]([C:8]2[C:9]([F:19])=[C:10]([C:11]([CH:14]3[CH2:15][CH2:16][CH2:17]3)=[CH:12][CH:13]=2)[O:18][C:21]2[CH:26]=[C:25]([O:27][CH3:28])[N:24]=[C:23]([NH2:29])[N:22]=2)=[N:6][CH:7]=1.